This data is from Choline transporter screen with 302,306 compounds. The task is: Binary Classification. Given a drug SMILES string, predict its activity (active/inactive) in a high-throughput screening assay against a specified biological target. (1) The compound is S=c1oc2c(n1CCC(=O)Nc1ccc(OCC)cc1)cccc2. The result is 0 (inactive). (2) The molecule is s1c2c(=O)n3c(nc2cc1)c(ccc3)C(=O)NCc1occc1. The result is 0 (inactive).